From a dataset of Reaction yield outcomes from USPTO patents with 853,638 reactions. Predict the reaction yield, written as a fraction of the theoretical maximum amount of product (1.0 means a 100% yield; for example, 0.34 means a 34% yield). (1) The reactants are Cl[C:2]1[C:6]2=[N:7][CH:8]=[CH:9][C:10]([C:11]3[CH:12]=[N:13][CH:14]=[CH:15][C:16]=3[CH3:17])=[C:5]2[O:4][N:3]=1.[NH:18]1[CH2:23][CH2:22][O:21][CH2:20][CH2:19]1.C(=O)([O-])[O-].[Cs+].[Cs+]. The catalyst is CS(C)=O. The product is [CH3:17][C:16]1[CH:15]=[CH:14][N:13]=[CH:12][C:11]=1[C:10]1[CH:9]=[CH:8][N:7]=[C:6]2[C:2]([N:18]3[CH2:23][CH2:22][O:21][CH2:20][CH2:19]3)=[N:3][O:4][C:5]=12. The yield is 0.760. (2) The yield is 0.680. The product is [Br:1][C:2]1[CH:7]=[C:6]([C:18](=[O:20])[CH3:19])[CH:5]=[CH:4][C:3]=1[S:9]([N:12]1[CH2:17][CH2:16][O:15][CH2:14][CH2:13]1)(=[O:11])=[O:10]. The catalyst is C(#N)C.Cl[Pd](Cl)([P](C1C=CC=CC=1)(C1C=CC=CC=1)C1C=CC=CC=1)[P](C1C=CC=CC=1)(C1C=CC=CC=1)C1C=CC=CC=1. The reactants are [Br:1][C:2]1[CH:7]=[C:6](Br)[CH:5]=[CH:4][C:3]=1[S:9]([N:12]1[CH2:17][CH2:16][O:15][CH2:14][CH2:13]1)(=[O:11])=[O:10].[CH2:18]([O:20]C=C[Sn](CCCC)(CCCC)CCCC)[CH3:19].Cl.C([O-])(O)=O.[Na+]. (3) The reactants are [CH:1]([O:14][C:15]([C:17]1([O:20]/[N:21]=[C:22](/[C:26]2[N:27]=[C:28]([NH:31][C:32]([O:34][C:35]([CH3:38])([CH3:37])[CH3:36])=[O:33])[S:29][CH:30]=2)\[C:23]([OH:25])=O)[CH2:19][CH2:18]1)=[O:16])([C:8]1[CH:13]=[CH:12][CH:11]=[CH:10][CH:9]=1)[C:2]1[CH:7]=[CH:6][CH:5]=[CH:4][CH:3]=1.CN(C(ON1N=NC2C=CC=NC1=2)=[N+](C)C)C.F[P-](F)(F)(F)(F)F.CCN(C(C)C)C(C)C.[C:72]([O:76][C:77](=[O:93])[NH:78][CH2:79][C@H:80]1[O:84][C:83](=[O:85])[N:82]([CH2:86][C@@H:87]2[C@H:90]([NH2:91])[C:89](=[O:92])[NH:88]2)[CH2:81]1)([CH3:75])([CH3:74])[CH3:73]. The catalyst is CN(C=O)C.C(Cl)Cl.CN(C=O)C. The product is [C:72]([O:76][C:77]([NH:78][CH2:79][C@H:80]1[O:84][C:83](=[O:85])[N:82]([CH2:86][C@@H:87]2[C@H:90]([NH:91][C:23](=[O:25])/[C:22](=[N:21]\[O:20][C:17]3([C:15]([O:14][CH:1]([C:2]4[CH:7]=[CH:6][CH:5]=[CH:4][CH:3]=4)[C:8]4[CH:9]=[CH:10][CH:11]=[CH:12][CH:13]=4)=[O:16])[CH2:18][CH2:19]3)/[C:26]3[N:27]=[C:28]([NH:31][C:32]([O:34][C:35]([CH3:37])([CH3:38])[CH3:36])=[O:33])[S:29][CH:30]=3)[C:89](=[O:92])[NH:88]2)[CH2:81]1)=[O:93])([CH3:75])([CH3:73])[CH3:74]. The yield is 0.720. (4) The reactants are [Cl:1][C:2]1[N:7]=[CH:6][C:5]([C:8]2[C:9]([CH2:19]C(C)C)=[C:10]([S:15]([O-])(=O)=O)C=CC=2C)=[CH:4][CH:3]=1.[CH2:23]1COCC1. The catalyst is CCOCC. The product is [Cl:1][C:2]1[CH:3]=[CH:4][C:5]([CH2:8][CH:9]([CH3:19])[CH2:10][S:15][CH3:23])=[CH:6][N:7]=1. The yield is 0.930.